From a dataset of Forward reaction prediction with 1.9M reactions from USPTO patents (1976-2016). Predict the product of the given reaction. Given the reactants [CH2:1]([O:3][C:4]([C:6]1[NH:7][CH:8]=[C:9]2[CH:18]([C:19]3[O:20][C:21]([S:24][C:25]4[NH:29][C:28]5[CH:30]=[C:31]([CH3:35])[C:32]([Cl:34])=[CH:33][C:27]=5[N:26]=4)=[CH:22][CH:23]=3)[C:17]3[C:16](=[O:36])[CH2:15][N:14](OC(C)(C)C)[CH2:13][C:12]=3[NH:11][C:10]=12)=[O:5])[CH3:2].Cl, predict the reaction product. The product is: [ClH:34].[CH2:1]([O:3][C:4]([C:6]1[NH:7][CH:8]=[C:9]2[CH:18]([C:19]3[O:20][C:21]([S:24][C:25]4[NH:29][C:28]5[CH:30]=[C:31]([CH3:35])[C:32]([Cl:34])=[CH:33][C:27]=5[N:26]=4)=[CH:22][CH:23]=3)[C:17]3[C:16](=[O:36])[CH2:15][NH:14][CH2:13][C:12]=3[NH:11][C:10]=12)=[O:5])[CH3:2].